This data is from Peptide-MHC class I binding affinity with 185,985 pairs from IEDB/IMGT. The task is: Regression. Given a peptide amino acid sequence and an MHC pseudo amino acid sequence, predict their binding affinity value. This is MHC class I binding data. (1) The peptide sequence is YFHKRDMRL. The MHC is HLA-B08:02 with pseudo-sequence HLA-B08:02. The binding affinity (normalized) is 0.220. (2) The peptide sequence is YTVKYPEL. The MHC is H-2-Db with pseudo-sequence H-2-Db. The binding affinity (normalized) is 0. (3) The peptide sequence is LLNNYTLKI. The MHC is HLA-A32:01 with pseudo-sequence HLA-A32:01. The binding affinity (normalized) is 0.701. (4) The peptide sequence is RQMEGEGIF. The MHC is HLA-A32:01 with pseudo-sequence HLA-A32:01. The binding affinity (normalized) is 0.543. (5) The peptide sequence is YLSKEDRIIT. The MHC is HLA-A02:01 with pseudo-sequence HLA-A02:01. The binding affinity (normalized) is 0.133.